This data is from Reaction yield outcomes from USPTO patents with 853,638 reactions. The task is: Predict the reaction yield, written as a fraction of the theoretical maximum amount of product (1.0 means a 100% yield; for example, 0.34 means a 34% yield). (1) The reactants are [C:1]([O:7][CH2:8][CH3:9])(=[O:6])[CH2:2][C:3]([CH3:5])=O.[F:10][C:11]1[C:18]([F:19])=[CH:17][CH:16]=[CH:15][C:12]=1[CH:13]=O.[NH4+:20].[OH-:21]. The catalyst is CCO.C(Cl)Cl. The product is [F:10][C:11]1[C:18]([F:19])=[CH:17][CH:16]=[CH:15][C:12]=1[CH:13]1[C:2]([C:1]([O:7][CH2:8][CH3:9])=[O:6])=[C:3]([CH3:5])[NH:20][C:3]([CH3:5])=[C:2]1[C:1]([O:7][CH2:8][CH3:9])=[O:21]. The yield is 0.690. (2) The reactants are [C:1]([C:3]1[S:4][C:5]2[CH:11]=[C:10]([OH:12])[CH:9]=[CH:8][C:6]=2[N:7]=1)#[N:2].Br[CH2:14][C:15]1[CH:20]=[CH:19][C:18]([B:21]2[O:29][C:26]([CH3:28])([CH3:27])[C:23]([CH3:25])([CH3:24])[O:22]2)=[CH:17][CH:16]=1.C(=O)([O-])[O-].[Cs+].[Cs+].CCOC(C)=O. The catalyst is CN(C=O)C. The product is [CH3:27][C:26]1([CH3:28])[C:23]([CH3:24])([CH3:25])[O:22][B:21]([C:18]2[CH:17]=[CH:16][C:15]([CH2:14][O:12][C:10]3[CH:9]=[CH:8][C:6]4[N:7]=[C:3]([C:1]#[N:2])[S:4][C:5]=4[CH:11]=3)=[CH:20][CH:19]=2)[O:29]1. The yield is 0.820. (3) The product is [Cl:10][C:11]1[CH:12]=[C:13]([CH:35]=[CH:36][C:37]=1[O:38][CH2:5][C:4]1[CH:7]=[CH:8][CH:9]=[C:2]([F:1])[CH:3]=1)[NH:14][C:15]1[C:24]2[C:19](=[CH:20][C:21]([O:33][CH3:34])=[CH:22][C:23]=2[O:25][CH:26]2[CH2:27][CH2:28][N:29]([CH3:32])[CH2:30][CH2:31]2)[N:18]=[CH:17][N:16]=1. The yield is 0.420. The catalyst is CN(C=O)C. The reactants are [F:1][C:2]1[CH:3]=[C:4]([CH:7]=[CH:8][CH:9]=1)[CH2:5]Cl.[Cl:10][C:11]1[CH:12]=[C:13]([CH:35]=[CH:36][C:37]=1[OH:38])[NH:14][C:15]1[C:24]2[C:19](=[CH:20][C:21]([O:33][CH3:34])=[CH:22][C:23]=2[O:25][CH:26]2[CH2:31][CH2:30][N:29]([CH3:32])[CH2:28][CH2:27]2)[N:18]=[CH:17][N:16]=1.C(=O)([O-])[O-].[K+].[K+]. (4) The reactants are [Si:1]([O:8][CH2:9][C:10]1[O:11][CH:12]=[CH:13][CH:14]=1)([C:4]([CH3:7])([CH3:6])[CH3:5])([CH3:3])[CH3:2].CN(CCN(C)C)C.[Li]CCCC.[Cl:28][CH2:29][CH2:30][CH2:31]I. The catalyst is C1COCC1.CCCCCCC.CCOC(C)=O. The product is [Cl:28][CH2:29][CH2:30][CH2:31][C:12]1[O:11][C:10]([CH2:9][O:8][Si:1]([C:4]([CH3:7])([CH3:6])[CH3:5])([CH3:3])[CH3:2])=[CH:14][CH:13]=1. The yield is 0.750. (5) The reactants are [CH2:1]([OH:17])[CH2:2][CH2:3][CH2:4][CH2:5][CH2:6][CH2:7][CH2:8][CH2:9][CH2:10][CH2:11][CH2:12][CH2:13][CH2:14][CH2:15][CH3:16].ClCCl.C(N(C(C)C)CC)(C)C.[CH3:30][S:31](Cl)(=[O:33])=[O:32]. The catalyst is O. The product is [CH3:30][S:31]([O:17][CH2:1][CH2:2][CH2:3][CH2:4][CH2:5][CH2:6][CH2:7][CH2:8][CH2:9][CH2:10][CH2:11][CH2:12][CH2:13][CH2:14][CH2:15][CH3:16])(=[O:33])=[O:32]. The yield is 0.960. (6) The reactants are Cl[C:2]1[N:7]=[C:6]([C:8]2[S:12][C:11]([C:13]([CH3:16])([CH3:15])[CH3:14])=[N:10][C:9]=2[C:17]2[C:18]([F:35])=[C:19]([NH:23][S:24]([C:27]3[CH:32]=[C:31]([F:33])[CH:30]=[CH:29][C:28]=3[F:34])(=[O:26])=[O:25])[CH:20]=[CH:21][CH:22]=2)[CH:5]=[CH:4][N:3]=1.[Cl-].[CH3:37][Zn+]. The product is [CH3:14][C:13]([C:11]1[S:12][C:8]([C:6]2[CH:5]=[CH:4][N:3]=[C:2]([CH3:37])[N:7]=2)=[C:9]([C:17]2[C:18]([F:35])=[C:19]([NH:23][S:24]([C:27]3[CH:32]=[C:31]([F:33])[CH:30]=[CH:29][C:28]=3[F:34])(=[O:26])=[O:25])[CH:20]=[CH:21][CH:22]=2)[N:10]=1)([CH3:16])[CH3:15]. The yield is 0.468. The catalyst is C1COCC1. (7) The reactants are CN([CH:4]=[O:5])C.O=P(Cl)(Cl)Cl.[CH3:11][O:12][CH2:13][CH2:14][N:15]1[C:24]([C:25]2[S:26][CH:27]=[CH:28][CH:29]=2)=[CH:23][C:22]2[C:17](=[CH:18][CH:19]=[CH:20][CH:21]=2)[C:16]1=[O:30]. The catalyst is ClCCl. The product is [CH3:11][O:12][CH2:13][CH2:14][N:15]1[C:24]([C:25]2[S:26][CH:27]=[CH:28][CH:29]=2)=[C:23]([CH:4]=[O:5])[C:22]2[C:17](=[CH:18][CH:19]=[CH:20][CH:21]=2)[C:16]1=[O:30]. The yield is 0.640. (8) The reactants are [Si:1]([O:8][CH2:9][CH:10]1[CH2:15][CH2:14][N:13]([CH:16]2[CH2:19][N:18]([C:20]3[CH:25]=[CH:24][C:23]([NH2:26])=[CH:22][CH:21]=3)[CH2:17]2)[CH2:12][CH2:11]1)([C:4]([CH3:7])([CH3:6])[CH3:5])([CH3:3])[CH3:2].Cl[C:28]1[C:33]([N+:34]([O-:36])=[O:35])=[CH:32][N:31]=[C:30]([O:37][CH3:38])[CH:29]=1. No catalyst specified. The product is [Si:1]([O:8][CH2:9][CH:10]1[CH2:11][CH2:12][N:13]([CH:16]2[CH2:19][N:18]([C:20]3[CH:25]=[CH:24][C:23]([NH:26][C:28]4[C:33]([N+:34]([O-:36])=[O:35])=[CH:32][N:31]=[C:30]([O:37][CH3:38])[CH:29]=4)=[CH:22][CH:21]=3)[CH2:17]2)[CH2:14][CH2:15]1)([C:4]([CH3:7])([CH3:5])[CH3:6])([CH3:3])[CH3:2]. The yield is 0.720. (9) The reactants are [CH3:1]I.[CH2:3]([O:5][C:6](=[O:22])[C:7](=[C:13]([SH:21])[NH:14][C:15]1[CH:20]=[CH:19][CH:18]=[CH:17][CH:16]=1)[C:8]([O:10][CH2:11][CH3:12])=[O:9])[CH3:4].[Na]. The catalyst is CN(C=O)C. The product is [CH2:11]([O:10][C:8](=[O:9])[C:7](=[C:13]([S:21][CH3:1])[NH:14][C:15]1[CH:16]=[CH:17][CH:18]=[CH:19][CH:20]=1)[C:6]([O:5][CH2:3][CH3:4])=[O:22])[CH3:12]. The yield is 0.840.